Dataset: Full USPTO retrosynthesis dataset with 1.9M reactions from patents (1976-2016). Task: Predict the reactants needed to synthesize the given product. (1) Given the product [CH3:2][N:3]1[C:7]([C:8]([N:10]2[CH2:16][C:15]3[CH:17]=[C:18]([C:21]4[CH:22]=[CH:23][C:24]5[N:28]=[C:27]([CH3:29])[NH:26][C:25]=5[CH:30]=4)[CH:19]=[CH:20][C:14]=3[O:13][CH2:12][CH2:11]2)=[O:9])=[CH:6][CH:5]=[C:4]1[C:31]([NH:34][CH2:35][CH2:36][CH2:37][N:38]1[CH2:43][CH2:42][O:41][CH2:40][CH2:39]1)=[O:32], predict the reactants needed to synthesize it. The reactants are: [Li+].[CH3:2][N:3]1[C:7]([C:8]([N:10]2[CH2:16][C:15]3[CH:17]=[C:18]([C:21]4[CH:22]=[CH:23][C:24]5[N:28]=[C:27]([CH3:29])[NH:26][C:25]=5[CH:30]=4)[CH:19]=[CH:20][C:14]=3[O:13][CH2:12][CH2:11]2)=[O:9])=[CH:6][CH:5]=[C:4]1[C:31]([O-])=[O:32].[NH2:34][CH2:35][CH2:36][CH2:37][N:38]1[CH2:43][CH2:42][O:41][CH2:40][CH2:39]1.CCN(C(C)C)C(C)C.CN(C(ON1N=NC2C=CC=NC1=2)=[N+](C)C)C.F[P-](F)(F)(F)(F)F. (2) Given the product [CH3:37][O:36][C:11]1[CH:10]=[C:9]([N:5]2[CH2:6][CH2:7][N:2]([CH3:1])[CH2:3][CH2:4]2)[C:14]([N+:15]([O-:17])=[O:16])=[CH:13][C:12]=1[NH:18][C:19]1[N:24]=[C:23]([C:25]2[C:33]3[C:28](=[CH:29][CH:30]=[CH:31][CH:32]=3)[N:27]([CH3:34])[CH:26]=2)[C:22]([CH3:35])=[CH:21][N:20]=1, predict the reactants needed to synthesize it. The reactants are: [CH3:1][N:2]1[CH2:7][CH2:6][NH:5][CH2:4][CH2:3]1.F[C:9]1[C:14]([N+:15]([O-:17])=[O:16])=[CH:13][C:12]([NH:18][C:19]2[N:24]=[C:23]([C:25]3[C:33]4[C:28](=[CH:29][CH:30]=[CH:31][CH:32]=4)[N:27]([CH3:34])[CH:26]=3)[C:22]([CH3:35])=[CH:21][N:20]=2)=[C:11]([O:36][CH3:37])[CH:10]=1. (3) Given the product [C:11]([C:7]1[CH:8]=[CH:9][C:4]2[N:3]=[CH:2][S:1](=[O:10])[C:5]=2[CH:6]=1)(=[O:18])[C:12]1[CH:17]=[CH:16][CH:15]=[CH:14][CH:13]=1, predict the reactants needed to synthesize it. The reactants are: [S:1]1(=[O:10])[C:5]2[CH:6]=[CH:7][CH:8]=[CH:9][C:4]=2[N:3]=[CH:2]1.[C:11](O)(=[O:18])[C:12]1[CH:17]=[CH:16][CH:15]=[CH:14][CH:13]=1. (4) Given the product [Br:1][C:2]1[CH:10]=[CH:9][C:8]([F:11])=[CH:7][C:3]=1[C:4]([O:6][CH3:13])=[O:5], predict the reactants needed to synthesize it. The reactants are: [Br:1][C:2]1[CH:10]=[CH:9][C:8]([F:11])=[CH:7][C:3]=1[C:4]([OH:6])=[O:5].Cl.[CH3:13]O. (5) Given the product [NH2:1][C:2]1[S:3][C:4]2[CH:10]=[C:9]([OH:11])[CH:8]=[CH:7][C:5]=2[N:6]=1, predict the reactants needed to synthesize it. The reactants are: [NH2:1][C:2]1[S:3][C:4]2[CH:10]=[C:9]([O:11]CC)[CH:8]=[CH:7][C:5]=2[N:6]=1.Br.O. (6) Given the product [CH2:11]([O:18][CH2:19][CH2:20][C@H:21]1[CH2:26][CH2:25][C@H:24]([C@H:27]2[CH2:31][CH2:30][CH2:29][NH:28]2)[CH2:23][CH2:22]1)[C:12]1[CH:17]=[CH:16][CH:15]=[CH:14][CH:13]=1, predict the reactants needed to synthesize it. The reactants are: C(O)(=O)C(C(C(O)=O)O)O.[CH2:11]([O:18][CH2:19][CH2:20][C@H:21]1[CH2:26][CH2:25][C@H:24]([C@H:27]2[CH2:31][CH2:30][CH2:29][NH:28]2)[CH2:23][CH2:22]1)[C:12]1[CH:17]=[CH:16][CH:15]=[CH:14][CH:13]=1. (7) The reactants are: [CH2:1]1[C:10]2[C:5](=[CH:6][C:7]([C:11]([C:13]3[C:18]([CH3:20])([CH3:19])[CH2:17][CH2:16][C:15]([CH3:22])([CH3:21])[CH:14]=3)=[O:12])=[CH:8][CH:9]=2)[CH2:4][CH2:3][NH:2]1.C(N(CC)CC)C.[N:30]([Si](C)(C)C)=[C:31]=[O:32]. Given the product [CH3:21][C:15]1([CH3:22])[CH2:16][CH2:17][C:18]([CH3:20])([CH3:19])[C:13]([C:11]([C:7]2[CH:6]=[C:5]3[C:10](=[CH:9][CH:8]=2)[CH2:1][N:2]([C:31]([NH2:30])=[O:32])[CH2:3][CH2:4]3)=[O:12])=[CH:14]1, predict the reactants needed to synthesize it. (8) Given the product [C:1]([O:5][C:6]([N:8]1[CH2:12][C@H:11]([SH:13])[CH2:10][C@H:9]1[CH2:17][O:18][CH2:19][C:20]1[CH:25]=[C:24]([F:26])[C:23]([F:27])=[CH:22][C:21]=1[F:28])=[O:7])([CH3:4])([CH3:2])[CH3:3], predict the reactants needed to synthesize it. The reactants are: [C:1]([O:5][C:6]([N:8]1[CH2:12][C@@H:11]([S:13]C(=O)C)[CH2:10][C@@H:9]1[CH2:17][O:18][CH2:19][C:20]1[CH:25]=[C:24]([F:26])[C:23]([F:27])=[CH:22][C:21]=1[F:28])=[O:7])([CH3:4])([CH3:3])[CH3:2].[Li+].[OH-]. (9) Given the product [NH2:1][C:2]1[N:3]=[C:4]([NH:17][CH:18]2[CH2:23][CH2:22][CH2:21][N:20]([S:25]([CH3:24])(=[O:27])=[O:26])[CH2:19]2)[S:5][C:6]=1[C:7]([C:9]1[C:14]([F:15])=[CH:13][CH:12]=[CH:11][C:10]=1[F:16])=[O:8], predict the reactants needed to synthesize it. The reactants are: [NH2:1][C:2]1[N:3]=[C:4]([NH:17][CH:18]2[CH2:23][CH2:22][CH2:21][NH:20][CH2:19]2)[S:5][C:6]=1[C:7]([C:9]1[C:14]([F:15])=[CH:13][CH:12]=[CH:11][C:10]=1[F:16])=[O:8].[CH3:24][S:25](Cl)(=[O:27])=[O:26].